Dataset: Full USPTO retrosynthesis dataset with 1.9M reactions from patents (1976-2016). Task: Predict the reactants needed to synthesize the given product. (1) Given the product [CH2:1]([O:3][C:4]([N:6]1[CH2:11][CH2:10][CH:9]([NH:12][S:13]([C:16]2[C:25]3[C:20](=[C:21]([CH2:26][NH:27][CH2:33][C:32]4[CH:35]=[CH:36][C:29]([Cl:28])=[CH:30][CH:31]=4)[CH:22]=[CH:23][CH:24]=3)[CH:19]=[CH:18][CH:17]=2)(=[O:14])=[O:15])[CH2:8][CH2:7]1)=[O:5])[CH3:2].[CH:4]([O-:5])=[O:3], predict the reactants needed to synthesize it. The reactants are: [CH2:1]([O:3][C:4]([N:6]1[CH2:11][CH2:10][CH:9]([NH:12][S:13]([C:16]2[C:25]3[C:20](=[C:21]([CH2:26][NH2:27])[CH:22]=[CH:23][CH:24]=3)[CH:19]=[CH:18][CH:17]=2)(=[O:15])=[O:14])[CH2:8][CH2:7]1)=[O:5])[CH3:2].[Cl:28][C:29]1[CH:36]=[CH:35][C:32]([CH:33]=O)=[CH:31][CH:30]=1.C([BH3-])#N.[Na+]. (2) Given the product [ClH:22].[ClH:22].[OH:4][C@@H:2]([CH2:1][O:5][C:6]1[CH:11]=[CH:10][C:9]([NH:12][S:13]([N:16]2[CH2:17][CH2:18][O:19][CH2:20][CH2:21]2)(=[O:14])=[O:15])=[C:8]([Cl:22])[C:7]=1[C:23]#[N:24])[CH2:3][NH:25][C:26]([CH3:37])([CH3:36])[CH2:27][CH2:28][CH2:29][C:30]1[CH:31]=[N:32][CH:33]=[CH:34][CH:35]=1, predict the reactants needed to synthesize it. The reactants are: [CH2:1]([O:5][C:6]1[CH:11]=[CH:10][C:9]([NH:12][S:13]([N:16]2[CH2:21][CH2:20][O:19][CH2:18][CH2:17]2)(=[O:15])=[O:14])=[C:8]([Cl:22])[C:7]=1[C:23]#[N:24])[C@@H:2]1[O:4][CH2:3]1.[NH2:25][C:26]([CH3:37])([CH3:36])[CH2:27][CH2:28][CH2:29][C:30]1[CH:31]=[N:32][CH:33]=[CH:34][CH:35]=1. (3) Given the product [CH3:1][NH:2][CH2:4][C:5]1[CH:10]=[CH:9][C:8]([I:11])=[CH:7][CH:6]=1, predict the reactants needed to synthesize it. The reactants are: [CH3:1][N:2]([CH2:4][C:5]1[CH:10]=[CH:9][C:8]([I:11])=[CH:7][CH:6]=1)C.IC1C=CC(CBr)=CC=1. (4) Given the product [NH:3]1[C:4]2[CH:9]=[C:8]([C:10]([NH2:14])=[O:12])[CH:7]=[CH:6][C:5]=2[N:1]=[N:2]1, predict the reactants needed to synthesize it. The reactants are: [NH:1]1[C:5]2[CH:6]=[CH:7][C:8]([C:10]([OH:12])=O)=[CH:9][C:4]=2[N:3]=[N:2]1.C[N:14](C(ON1N=NC2C=CC=CC1=2)=[N+](C)C)C.F[P-](F)(F)(F)(F)F.[NH4+].[Cl-].CCN(C(C)C)C(C)C. (5) Given the product [C:9]([Si:6]([O:5][C:4]1[CH:13]=[CH:14][CH:15]=[C:2]([CH:16]2[CH2:18][CH2:17]2)[CH:3]=1)([CH3:8])[CH3:7])([CH3:12])([CH3:11])[CH3:10], predict the reactants needed to synthesize it. The reactants are: Br[C:2]1[CH:3]=[C:4]([CH:13]=[CH:14][CH:15]=1)[O:5][Si:6]([C:9]([CH3:12])([CH3:11])[CH3:10])([CH3:8])[CH3:7].[CH:16]1(B(O)O)[CH2:18][CH2:17]1.P([O-])([O-])([O-])=O.[K+].[K+].[K+].C1(P(C2CCCCC2)C2CCCCC2)CCCCC1. (6) Given the product [ClH:34].[C:1]1([S:7][C:8]2[CH:13]=[CH:12][C:11]([S:14]([N:17]([CH2:26][CH2:27][N:28]3[CH2:33][CH2:32][O:31][CH2:30][CH2:29]3)[CH2:18][C:19]([OH:21])=[O:20])(=[O:15])=[O:16])=[CH:10][CH:9]=2)[CH:2]=[CH:3][CH:4]=[CH:5][CH:6]=1, predict the reactants needed to synthesize it. The reactants are: [C:1]1([S:7][C:8]2[CH:13]=[CH:12][C:11]([S:14]([N:17]([CH2:26][CH2:27][N:28]3[CH2:33][CH2:32][O:31][CH2:30][CH2:29]3)[CH2:18][C:19]([O:21]C(C)(C)C)=[O:20])(=[O:16])=[O:15])=[CH:10][CH:9]=2)[CH:6]=[CH:5][CH:4]=[CH:3][CH:2]=1.[ClH:34].CC(C)=O.